This data is from Peptide-MHC class II binding affinity with 134,281 pairs from IEDB. The task is: Regression. Given a peptide amino acid sequence and an MHC pseudo amino acid sequence, predict their binding affinity value. This is MHC class II binding data. (1) The peptide sequence is LECFVRSSPASFEKK. The binding affinity (normalized) is 0.635. The MHC is DRB1_0101 with pseudo-sequence DRB1_0101. (2) The MHC is DRB3_0101 with pseudo-sequence DRB3_0101. The peptide sequence is KLTITGKGTLDGQGK. The binding affinity (normalized) is 0.0708. (3) The peptide sequence is FGHDGTVWAQSADFP. The MHC is DRB5_0101 with pseudo-sequence DRB5_0101. The binding affinity (normalized) is 0.105. (4) The peptide sequence is GEMQIVDKIDAAFKI. The binding affinity (normalized) is 0.498. The MHC is DRB3_0101 with pseudo-sequence DRB3_0101.